Dataset: Full USPTO retrosynthesis dataset with 1.9M reactions from patents (1976-2016). Task: Predict the reactants needed to synthesize the given product. (1) Given the product [Cl:1][C:2]1[N:10]=[C:9]([Cl:11])[C:8]([Cl:12])=[CH:7][C:3]=1[C:4]#[N:6], predict the reactants needed to synthesize it. The reactants are: [Cl:1][C:2]1[N:10]=[C:9]([Cl:11])[C:8]([Cl:12])=[CH:7][C:3]=1[C:4]([NH2:6])=O. (2) Given the product [C:21]([O:22][CH2:5][CH3:6])(=[O:24])[CH3:11].[CH3:3][CH2:2][CH2:1][CH2:4][CH2:5][CH3:6].[Cl:20][C:13]1[N:12]=[C:11]([NH:9][C:6]2[NH:7][N:8]=[C:4]([CH:1]3[CH2:3][CH2:2]3)[CH:5]=2)[C:16]([N+:17]([O-:19])=[O:18])=[CH:15][CH:14]=1, predict the reactants needed to synthesize it. The reactants are: [CH:1]1([C:4]2[CH:5]=[C:6]([NH2:9])[NH:7][N:8]=2)[CH2:3][CH2:2]1.Cl[C:11]1[C:16]([N+:17]([O-:19])=[O:18])=[CH:15][CH:14]=[C:13]([Cl:20])[N:12]=1.[C:21](=[O:24])([O-])[O-:22].[K+].[K+]. (3) Given the product [CH:1]([O:4][C:5]1[CH:6]=[CH:7][C:8]([NH:11][C:12]([CH:14]2[CH:19]3[CH2:20][CH2:21][CH:16]([CH2:17][N:18]3[S:22]([C:25]3[N:26]=[CH:27][N:28]([CH3:30])[CH:29]=3)(=[O:23])=[O:24])[CH2:15]2)=[O:13])=[CH:9][CH:10]=1)([CH3:3])[CH3:2], predict the reactants needed to synthesize it. The reactants are: [CH:1]([O:4][C:5]1[CH:10]=[CH:9][C:8]([NH:11][C:12]([C@H:14]2[C@H:19]3[CH2:20][CH2:21][C@H:16]([CH2:17][N:18]3[S:22]([C:25]3[N:26]=[CH:27][N:28]([CH3:30])[CH:29]=3)(=[O:24])=[O:23])[CH2:15]2)=[O:13])=[CH:7][CH:6]=1)([CH3:3])[CH3:2].CCCCCC. (4) Given the product [OH:6][C:7]1[CH:8]=[C:9]2[C:13](=[CH:14][CH:15]=1)[CH:12]([CH2:16][C:17]([O:19][CH3:20])=[O:18])[CH2:11][CH2:10]2, predict the reactants needed to synthesize it. The reactants are: B(Br)(Br)Br.C[O:6][C:7]1[CH:8]=[C:9]2[C:13](=[CH:14][CH:15]=1)[CH:12]([CH2:16][C:17]([O:19][CH3:20])=[O:18])[CH2:11][CH2:10]2.